This data is from Full USPTO retrosynthesis dataset with 1.9M reactions from patents (1976-2016). The task is: Predict the reactants needed to synthesize the given product. (1) Given the product [C:9]([NH:8][C:6]1[C:5]([N+:12]([O-:14])=[O:13])=[CH:4][C:3]([C:15]([OH:22])=[O:16])=[C:2]([F:1])[CH:7]=1)(=[O:11])[CH3:10], predict the reactants needed to synthesize it. The reactants are: [F:1][C:2]1[C:3]([CH:15]=[O:16])=[CH:4][C:5]([N+:12]([O-:14])=[O:13])=[C:6]([NH:8][C:9](=[O:11])[CH3:10])[CH:7]=1.CC(=CC)C.[O-:22]Cl=O.[Na+]. (2) Given the product [C:12]([O:11][C:9](=[O:10])[N:3]([CH2:1][CH3:2])[CH2:4][CH2:5][NH:6][CH2:7][CH3:8])([CH3:15])([CH3:14])[CH3:13], predict the reactants needed to synthesize it. The reactants are: [CH2:1]([NH:3][CH2:4][CH2:5][NH:6][CH2:7][CH3:8])[CH3:2].[C:9](O[C:9]([O:11][C:12]([CH3:15])([CH3:14])[CH3:13])=[O:10])([O:11][C:12]([CH3:15])([CH3:14])[CH3:13])=[O:10].